Dataset: Forward reaction prediction with 1.9M reactions from USPTO patents (1976-2016). Task: Predict the product of the given reaction. (1) The product is: [N+:1]([C:4]1[CH:5]=[CH:6][C:7]([C:8]([O:10][CH:55]([CH2:56][CH2:57][CH3:58])[C@@H:53]([NH:52][C:51]([O:50][C:46]([CH3:49])([CH3:48])[CH3:47])=[O:60])[CH3:54])=[O:9])=[CH:11][CH:12]=1)([O-:3])=[O:2]. Given the reactants [N+:1]([C:4]1[CH:12]=[CH:11][C:7]([C:8]([O-:10])=[O:9])=[CH:6][CH:5]=1)([O-:3])=[O:2].C1(P(C2C=CC=CC=2)C2C=CC=CC=2)C=CC=CC=1.N(C(OC(C)C)=O)=NC(OC(C)C)=O.[C:46]([O:50][C:51](=[O:60])[NH:52][C@H:53]([CH:55](O)[CH2:56][CH2:57][CH3:58])[CH3:54])([CH3:49])([CH3:48])[CH3:47], predict the reaction product. (2) Given the reactants C(O[C:6]([N:8]1[CH2:15][C:14](=[O:16])[CH2:13][C@H:9]1[C:10]([OH:12])=O)=[O:7])(C)(C)C.[N:17]([C:20]1[CH:25]=[CH:24][CH:23]=[C:22]([CH3:26])[CH:21]=1)=C=O.[NH:27]1[CH2:30][CH:29]([OH:31])[CH2:28]1, predict the reaction product. The product is: [OH:31][CH:29]1[CH2:30][N:27]([C:10]([C@@H:9]2[CH2:13][C:14](=[O:16])[CH2:15][N:8]2[C:6]([NH:17][C:20]2[CH:25]=[CH:24][CH:23]=[C:22]([CH3:26])[CH:21]=2)=[O:7])=[O:12])[CH2:28]1. (3) Given the reactants [OH:1][C:2]1[C:7](=[O:8])[CH:6]=[CH:5][N:4]([CH2:9][CH2:10][O:11][CH3:12])[C:3]=1[C:13]([N:19]([C:38]([NH:52][C:53]([OH:55])=[O:54])([C:40]1[N:41]([CH2:48][CH2:49][O:50][CH3:51])[CH:42]=[CH:43][C:44](=[O:47])[C:45]=1[OH:46])[CH3:39])[C:20]([NH:34][C:35]([OH:37])=[O:36])([C:22]1[N:23]([CH2:30][CH2:31][O:32][CH3:33])[CH:24]=[CH:25][C:26](=[O:29])[C:27]=1[OH:28])[CH3:21])([NH:15][C:16]([OH:18])=[O:17])[CH3:14].O.O.O.O.O.O.[N+]([O-])([O-])=O.[La+3:66].[N+]([O-])([O-])=O.[N+]([O-])([O-])=O.N1C=CC=CC=1, predict the reaction product. The product is: [La+3:66].[OH:46][C:45]1[C:44](=[O:47])[CH:43]=[CH:42][N:41]([CH2:48][CH2:49][O:50][CH3:51])[C:40]=1[C:38]([N:19]([C:20]([NH:34][C:35]([OH:37])=[O:36])([C:22]1[N:23]([CH2:30][CH2:31][O:32][CH3:33])[CH:24]=[CH:25][C:26](=[O:29])[C:27]=1[OH:28])[CH3:21])[C:13]([NH:15][C:16]([OH:18])=[O:17])([C:3]1[N:4]([CH2:9][CH2:10][O:11][CH3:12])[CH:5]=[CH:6][C:7](=[O:8])[C:2]=1[OH:1])[CH3:14])([NH:52][C:53]([OH:55])=[O:54])[CH3:39]. (4) The product is: [CH3:1][O:2][C:3]1[CH:4]=[C:5]2[C:10](=[C:11]([N:13]3[CH2:18][CH2:17][N:16]([CH2:19][C:20]([F:23])([F:21])[F:22])[CH2:15][CH2:14]3)[CH:12]=1)[O:9][CH:8]([C:24]([OH:26])=[O:25])[CH2:7][CH2:6]2. Given the reactants [CH3:1][O:2][C:3]1[CH:4]=[C:5]2[C:10](=[C:11]([N:13]3[CH2:18][CH2:17][N:16]([CH2:19][C:20]([F:23])([F:22])[F:21])[CH2:15][CH2:14]3)[CH:12]=1)[O:9][C:8]([C:24]([OH:26])=[O:25])=[CH:7][C:6]2=O.Cl.[Li+].[Cl-].[H][H], predict the reaction product. (5) Given the reactants Br.[Cl:2][C:3]1[CH:4]=[CH:5][C:6]2[N:7]([C:9]([NH2:12])=[N:10][N:11]=2)[N:8]=1.C(=O)([O-])[O-].[K+].[K+], predict the reaction product. The product is: [Cl:2][C:3]1[CH:4]=[CH:5][C:6]2[N:7]([C:9]([NH2:12])=[N:10][N:11]=2)[N:8]=1. (6) The product is: [F:14][C:15]1[CH:21]=[CH:20][CH:19]=[CH:18][C:16]=1[NH:17][C:4]([C:1]1([C:7]([OH:9])=[O:8])[CH2:3][CH2:2]1)=[O:5]. Given the reactants [C:1]1([C:7]([OH:9])=[O:8])([C:4](O)=[O:5])[CH2:3][CH2:2]1.S(Cl)(Cl)=O.[F:14][C:15]1[CH:21]=[CH:20][CH:19]=[CH:18][C:16]=1[NH2:17].[OH-].[Na+], predict the reaction product. (7) Given the reactants Br[C:2]1[CH:8]=[C:7]([O:9][C:10]([F:13])([F:12])[F:11])[CH:6]=[CH:5][C:3]=1[NH2:4].[Cu](C#N)[C:15]#[N:16].N, predict the reaction product. The product is: [NH2:4][C:3]1[CH:5]=[CH:6][C:7]([O:9][C:10]([F:13])([F:12])[F:11])=[CH:8][C:2]=1[C:15]#[N:16]. (8) Given the reactants [C:1]([C:5]1[CH:12]=[CH:11][C:8]([CH:9]=O)=[CH:7][CH:6]=1)([CH3:4])([CH3:3])[CH3:2].[F:13][C:14]1[CH:19]=[CH:18][CH:17]=[CH:16][C:15]=1[CH2:20][CH2:21][NH2:22].[BH4-].[Na+], predict the reaction product. The product is: [C:1]([C:5]1[CH:12]=[CH:11][C:8]([CH2:9][NH:22][CH2:21][CH2:20][C:15]2[CH:16]=[CH:17][CH:18]=[CH:19][C:14]=2[F:13])=[CH:7][CH:6]=1)([CH3:4])([CH3:3])[CH3:2]. (9) The product is: [Cl:21][C:17]1[CH:16]=[C:15]2[C:20]([C:12]([CH2:23][C:24]3[CH:29]=[CH:28][CH:27]=[C:26]([Cl:30])[CH:25]=3)([NH:11][C:4]3[CH:3]=[C:2]([Cl:1])[CH:10]=[CH:9][C:5]=3[C:6]([N:31]3[CH2:36][CH2:35][O:34][CH2:33][CH2:32]3)=[O:7])[C:13](=[O:22])[NH:14]2)=[CH:19][CH:18]=1. Given the reactants [Cl:1][C:2]1[CH:10]=[CH:9][C:5]([C:6](O)=[O:7])=[C:4]([NH:11][C:12]2([CH2:23][C:24]3[CH:29]=[CH:28][CH:27]=[C:26]([Cl:30])[CH:25]=3)[C:20]3[C:15](=[CH:16][C:17]([Cl:21])=[CH:18][CH:19]=3)[NH:14][C:13]2=[O:22])[CH:3]=1.[NH:31]1[CH2:36][CH2:35][O:34][CH2:33][CH2:32]1.CCN=C=NCCCN(C)C.Cl, predict the reaction product. (10) Given the reactants [Br:1][C:2]1[N:7]=[C:6]([C:8]([OH:10])=[O:9])[C:5]([Cl:11])=[CH:4][CH:3]=1.Cl.[CH3:13]O, predict the reaction product. The product is: [Br:1][C:2]1[N:7]=[C:6]([C:8]([O:10][CH3:13])=[O:9])[C:5]([Cl:11])=[CH:4][CH:3]=1.